From a dataset of Reaction yield outcomes from USPTO patents with 853,638 reactions. Predict the reaction yield, written as a fraction of the theoretical maximum amount of product (1.0 means a 100% yield; for example, 0.34 means a 34% yield). (1) The reactants are Cl.Cl.[C:3]([C:7]1[CH:12]=[CH:11][CH:10]=[CH:9][C:8]=1[N:13]1[CH2:18][CH2:17][NH:16][CH2:15][CH2:14]1)([CH3:6])([CH3:5])[CH3:4].[CH2:19]([O:26][C:27]1[CH:32]=[CH:31][C:30]([N:33]=[C:34]=[O:35])=[CH:29][CH:28]=1)[C:20]1[CH:25]=[CH:24][CH:23]=[CH:22][CH:21]=1.C(N(CC)CC)C.C([O-])(O)=O.[Na+]. The catalyst is C1COCC1. The product is [CH2:19]([O:26][C:27]1[CH:32]=[CH:31][C:30]([NH:33][C:34]([N:16]2[CH2:17][CH2:18][N:13]([C:8]3[CH:9]=[CH:10][CH:11]=[CH:12][C:7]=3[C:3]([CH3:6])([CH3:4])[CH3:5])[CH2:14][CH2:15]2)=[O:35])=[CH:29][CH:28]=1)[C:20]1[CH:21]=[CH:22][CH:23]=[CH:24][CH:25]=1. The yield is 0.990. (2) The reactants are [Cl:1][C:2]1[CH:7]=[CH:6][CH:5]=[CH:4][C:3]=1[CH:8]=[CH:9][C:10]1[N:11]([CH2:15][CH2:16][O:17][CH2:18][CH2:19][O:20][CH2:21][CH3:22])[CH:12]=[CH:13][CH:14]=1.[C:23]1(=[O:29])[NH:27][C:26](=[O:28])[CH:25]=[CH:24]1. No catalyst specified. The product is [Cl:1][C:2]1[CH:7]=[CH:6][CH:5]=[CH:4][C:3]=1[CH:8]1[CH2:9][C:10]2[N:11]([CH2:15][CH2:16][O:17][CH2:18][CH2:19][O:20][CH2:21][CH3:22])[CH:12]=[CH:13][C:14]=2[CH:24]2[CH:25]1[C:26](=[O:28])[NH:27][C:23]2=[O:29]. The yield is 0.740. (3) The reactants are Cl.[CH:2]([NH:5][NH2:6])([CH3:4])[CH3:3].C(O)(=O)C.[CH:11](=O)[C:12]([CH3:14])=[O:13]. The catalyst is O. The product is [CH:2]([NH:5][N:6]=[CH:11][C:12](=[O:13])[CH3:14])([CH3:4])[CH3:3]. The yield is 0.560. (4) The reactants are Br[C:2]1[C:7]2[S:8][CH:9]=[CH:10][C:6]=2[CH:5]=[CH:4][CH:3]=1.C([O:14][B:15](OC(C)C)[O:16]C(C)C)(C)C.C([Li])CCC. The catalyst is O1CCCC1. The product is [S:8]1[CH:9]=[CH:10][C:6]2[CH:5]=[CH:4][CH:3]=[C:2]([B:15]([OH:16])[OH:14])[C:7]1=2. The yield is 0.750.